This data is from Reaction yield outcomes from USPTO patents with 853,638 reactions. The task is: Predict the reaction yield, written as a fraction of the theoretical maximum amount of product (1.0 means a 100% yield; for example, 0.34 means a 34% yield). The reactants are [Cl:1][C:2]1[C:7]([Cl:8])=[CH:6][CH:5]=[CH:4][C:3]=1[OH:9].[Br:10]Br.[O-]S([O-])(=S)=O.[Na+].[Na+]. The catalyst is C(Cl)Cl. The product is [Br:10][C:6]1[CH:5]=[CH:4][C:3]([OH:9])=[C:2]([Cl:1])[C:7]=1[Cl:8]. The yield is 0.460.